From a dataset of Full USPTO retrosynthesis dataset with 1.9M reactions from patents (1976-2016). Predict the reactants needed to synthesize the given product. (1) Given the product [F:20][C:21]1[CH:29]=[CH:28][C:24]([C:25]([NH:1][C:2]2[CH:3]=[CH:4][C:5]([C:6]([O:8][CH2:9][CH3:10])=[O:7])=[CH:11][CH:12]=2)=[O:26])=[CH:23][CH:22]=1, predict the reactants needed to synthesize it. The reactants are: [NH2:1][C:2]1[CH:12]=[CH:11][C:5]([C:6]([O:8][CH2:9][CH3:10])=[O:7])=[CH:4][CH:3]=1.C(N(CC)CC)C.[F:20][C:21]1[CH:29]=[CH:28][C:24]([C:25](Cl)=[O:26])=[CH:23][CH:22]=1. (2) Given the product [ClH:29].[ClH:29].[NH2:19][C@H:16]1[CH2:17][CH2:18][N:14]([C@H:5]([C:6]([N:8]2[CH2:13][CH2:12][O:11][CH2:10][CH2:9]2)=[O:7])[CH2:4][CH2:3][N:2]([CH3:28])[CH3:1])[C:15]1=[O:27], predict the reactants needed to synthesize it. The reactants are: [CH3:1][N:2]([CH3:28])[CH2:3][CH2:4][C@H:5]([N:14]1[CH2:18][CH2:17][C@H:16]([NH:19]C(=O)OC(C)(C)C)[C:15]1=[O:27])[C:6]([N:8]1[CH2:13][CH2:12][O:11][CH2:10][CH2:9]1)=[O:7].[ClH:29]. (3) Given the product [CH3:1][O:2][C:3]([C:5]1([CH2:18][CH3:19])[CH2:6][CH2:7][N:8]([C:11]([O:13][C:14]([CH3:17])([CH3:16])[CH3:15])=[O:12])[CH2:9][CH2:10]1)=[O:4], predict the reactants needed to synthesize it. The reactants are: [CH3:1][O:2][C:3]([C:5]1([CH3:18])[CH2:10][CH2:9][N:8]([C:11]([O:13][C:14]([CH3:17])([CH3:16])[CH3:15])=[O:12])[CH2:7][CH2:6]1)=[O:4].[CH3:19]OC(C1CCN(C(OC(C)(C)C)=O)CC1)=O. (4) Given the product [CH3:1][C:2]1[N:7]=[C:6]([C:8]2[CH:13]=[CH:12][CH:11]=[CH:10][CH:9]=2)[C:5]([NH2:14])=[CH:4][CH:3]=1, predict the reactants needed to synthesize it. The reactants are: [CH3:1][C:2]1[N:7]=[C:6]([C:8]2[CH:13]=[CH:12][CH:11]=[CH:10][CH:9]=2)[C:5]([N+:14]([O-])=O)=[CH:4][CH:3]=1.C1COCC1.O.Cl.N. (5) Given the product [CH2:1]([O:8][C:9]1[C:14]([CH3:15])=[CH:13][C:12]([CH2:16][C@@H:17]([OH:21])[C:18]([OH:20])=[O:19])=[CH:11][C:10]=1[Cl:22])[C:2]1[CH:3]=[CH:4][CH:5]=[CH:6][CH:7]=1, predict the reactants needed to synthesize it. The reactants are: [CH2:1]([O:8][C:9]1[C:14]([CH3:15])=[CH:13][C:12]([CH2:16][C:17](=[O:21])[C:18]([OH:20])=[O:19])=[CH:11][C:10]=1[Cl:22])[C:2]1[CH:7]=[CH:6][CH:5]=[CH:4][CH:3]=1. (6) Given the product [OH:3][C:4]1[CH:28]=[CH:27][C:26]([CH:29]2[CH2:30][CH2:31][N:32]([CH2:35][CH2:36][OH:37])[CH2:33][CH2:34]2)=[CH:25][C:5]=1[C:6]([NH:8][C:9]1[CH:18]=[C:17]([C:19]2[CH:20]=[CH:21][CH:22]=[CH:23][CH:24]=2)[CH:16]=[CH:15][C:10]=1[C:11]([OH:13])=[O:12])=[O:7], predict the reactants needed to synthesize it. The reactants are: [OH-].[Na+].[OH:3][C:4]1[CH:28]=[CH:27][C:26]([CH:29]2[CH2:34][CH2:33][N:32]([CH2:35][CH2:36][OH:37])[CH2:31][CH2:30]2)=[CH:25][C:5]=1[C:6]([NH:8][C:9]1[CH:18]=[C:17]([C:19]2[CH:24]=[CH:23][CH:22]=[CH:21][CH:20]=2)[CH:16]=[CH:15][C:10]=1[C:11]([O:13]C)=[O:12])=[O:7].Cl. (7) The reactants are: [OH:1][C:2]1[CH:11]=[C:10]2[C:5]([C:6]([CH:14]([CH3:16])[CH3:15])=[CH:7][C:8]([CH3:13])([CH3:12])[O:9]2)=[CH:4][C:3]=1[C:17](=[O:19])[CH3:18].I[CH2:21][CH2:22][CH3:23]. Given the product [CH:14]([C:6]1[C:5]2[C:10](=[CH:11][C:2]([O:1][CH2:21][CH2:22][CH3:23])=[C:3]([C:17](=[O:19])[CH3:18])[CH:4]=2)[O:9][C:8]([CH3:13])([CH3:12])[CH:7]=1)([CH3:15])[CH3:16], predict the reactants needed to synthesize it.